This data is from Full USPTO retrosynthesis dataset with 1.9M reactions from patents (1976-2016). The task is: Predict the reactants needed to synthesize the given product. Given the product [N+:11]([C:6]1[CH:7]=[C:2]([Cl:1])[CH:3]=[C:4]([CH3:10])[C:5]=1[O:8][CH3:9])([O-:13])=[O:12], predict the reactants needed to synthesize it. The reactants are: [Cl:1][C:2]1[CH:7]=[CH:6][C:5]([O:8][CH3:9])=[C:4]([CH3:10])[CH:3]=1.[N+:11]([O-])([OH:13])=[O:12].OS(O)(=O)=O.